From a dataset of Full USPTO retrosynthesis dataset with 1.9M reactions from patents (1976-2016). Predict the reactants needed to synthesize the given product. (1) Given the product [Si:1]([O:8][C@H:9]([C@@H:23]([CH3:35])[CH2:24][CH2:25][CH2:26][O:27][Si:28]([C:31]([CH3:32])([CH3:34])[CH3:33])([CH3:29])[CH3:30])[C@@H:10]([CH3:22])[CH2:11][OH:12])([C:4]([CH3:6])([CH3:7])[CH3:5])([CH3:3])[CH3:2], predict the reactants needed to synthesize it. The reactants are: [Si:1]([O:8][C@H:9]([C@@H:23]([CH3:35])[CH2:24][CH2:25][CH2:26][O:27][Si:28]([C:31]([CH3:34])([CH3:33])[CH3:32])([CH3:30])[CH3:29])[C@@H:10]([CH3:22])[CH2:11][O:12]CC1C=CC(OC)=CC=1)([C:4]([CH3:7])([CH3:6])[CH3:5])([CH3:3])[CH3:2].C(Cl)Cl.C(C1C(=O)C(Cl)=C(Cl)C(=O)C=1C#N)#N. (2) Given the product [OH:1][C:2]1([C:9]2[S:13][C:12]([Si:14]([CH3:17])([CH3:16])[CH3:15])=[N:11][CH:10]=2)[CH2:7][CH2:6][CH:5]([N:18]2[CH2:21][CH:20]([NH:22][C:23]([CH2:25][NH:26][C:27](=[O:38])[C:28]3[CH:33]=[CH:32][CH:31]=[C:30]([C:34]([F:37])([F:35])[F:36])[CH:29]=3)=[O:24])[CH2:19]2)[CH2:4][CH2:3]1, predict the reactants needed to synthesize it. The reactants are: [OH:1][C:2]1([C:9]2[S:13][C:12]([Si:14]([CH3:17])([CH3:16])[CH3:15])=[N:11][CH:10]=2)[CH2:7][CH2:6][C:5](=O)[CH2:4][CH2:3]1.[NH:18]1[CH2:21][CH:20]([NH:22][C:23]([CH2:25][NH:26][C:27](=[O:38])[C:28]2[CH:33]=[CH:32][CH:31]=[C:30]([C:34]([F:37])([F:36])[F:35])[CH:29]=2)=[O:24])[CH2:19]1. (3) Given the product [Br:17][C:14]1[CH:15]=[CH:16][C:11]([N:6]2[C:5]([C:3]([OH:4])=[O:2])=[C:9]([CH3:10])[N:8]=[N:7]2)=[CH:12][CH:13]=1, predict the reactants needed to synthesize it. The reactants are: C[O:2][C:3]([C:5]1[N:6]([C:11]2[CH:16]=[CH:15][C:14]([Br:17])=[CH:13][CH:12]=2)[N:7]=[N:8][C:9]=1[CH3:10])=[O:4].[Li+].[OH-]. (4) Given the product [C:1]1([S:7]([CH:8]2[CH2:12][O:11][C:10](=[O:13])[O:9]2)(=[O:14])=[O:20])[CH:2]=[CH:3][CH:4]=[CH:5][CH:6]=1, predict the reactants needed to synthesize it. The reactants are: [C:1]1([S:7][CH:8]2[CH2:12][O:11][C:10](=[O:13])[O:9]2)[CH:6]=[CH:5][CH:4]=[CH:3][CH:2]=1.[OH:14]OS([O-])=O.[K+].[OH2:20]. (5) Given the product [C:1]([O:5][C:6]([N:8]1[CH2:17][CH2:16][C:15]2[C:10](=[CH:11][CH:12]=[CH:13][C:14]=2[C:18](=[O:34])[NH:19][C:20]2([C:29]([OH:31])=[O:30])[CH2:28][C:27]3[C:22](=[CH:23][CH:24]=[CH:25][CH:26]=3)[CH2:21]2)[CH2:9]1)=[O:7])([CH3:4])([CH3:2])[CH3:3], predict the reactants needed to synthesize it. The reactants are: [C:1]([O:5][C:6]([N:8]1[CH2:17][CH2:16][C:15]2[C:10](=[CH:11][CH:12]=[CH:13][C:14]=2[C:18](=[O:34])[NH:19][C:20]2([C:29]([O:31]CC)=[O:30])[CH2:28][C:27]3[C:22](=[CH:23][CH:24]=[CH:25][CH:26]=3)[CH2:21]2)[CH2:9]1)=[O:7])([CH3:4])([CH3:3])[CH3:2].[OH-].[K+].O.